Dataset: Peptide-MHC class I binding affinity with 185,985 pairs from IEDB/IMGT. Task: Regression. Given a peptide amino acid sequence and an MHC pseudo amino acid sequence, predict their binding affinity value. This is MHC class I binding data. The peptide sequence is KCIEYVTLN. The MHC is HLA-A02:01 with pseudo-sequence HLA-A02:01. The binding affinity (normalized) is 0.